From a dataset of Reaction yield outcomes from USPTO patents with 853,638 reactions. Predict the reaction yield, written as a fraction of the theoretical maximum amount of product (1.0 means a 100% yield; for example, 0.34 means a 34% yield). (1) The reactants are [CH3:1][N:2]([CH2:13][C:14]1[N:18]([CH2:19][CH2:20][CH2:21][CH:22]2[CH2:27][CH2:26][CH2:25][CH2:24][N:23]2C(OC(C)(C)C)=O)[C:17]2[CH:35]=[CH:36][CH:37]=[CH:38][C:16]=2[N:15]=1)[CH:3]1[C:12]2[N:11]=[CH:10][CH:9]=[CH:8][C:7]=2[CH2:6][CH2:5][CH2:4]1.CN(CC1N(CC2CCNCC2)C2C=CC=CC=2N=1)C1C2N=CC=CC=2CCC1. No catalyst specified. The product is [CH3:1][N:2]([CH2:13][C:14]1[N:18]([CH2:19][CH2:20][CH2:21][CH:22]2[CH2:27][CH2:26][CH2:25][CH2:24][NH:23]2)[C:17]2[CH:35]=[CH:36][CH:37]=[CH:38][C:16]=2[N:15]=1)[CH:3]1[C:12]2[N:11]=[CH:10][CH:9]=[CH:8][C:7]=2[CH2:6][CH2:5][CH2:4]1. The yield is 0.890. (2) The reactants are Cl[C:2]1[C:11]2[C:6](=[CH:7][C:8]([O:14][CH3:15])=[C:9]([O:12][CH3:13])[CH:10]=2)[N:5]=[CH:4][CH:3]=1.[Cl:16][C:17]1[CH:38]=[C:37]([F:39])[C:20]([CH2:21][N:22]2[C:27](=[O:28])[C:26]([C:29]3[CH:34]=[CH:33][C:32]([OH:35])=[C:31]([F:36])[CH:30]=3)=[CH:25][N:24]=[CH:23]2)=[C:19]([F:40])[CH:18]=1. No catalyst specified. The product is [Cl:16][C:17]1[CH:18]=[C:19]([F:40])[C:20]([CH2:21][N:22]2[C:27](=[O:28])[C:26]([C:29]3[CH:34]=[CH:33][C:32]([O:35][C:2]4[C:11]5[C:6](=[CH:7][C:8]([O:14][CH3:15])=[C:9]([O:12][CH3:13])[CH:10]=5)[N:5]=[CH:4][CH:3]=4)=[C:31]([F:36])[CH:30]=3)=[CH:25][N:24]=[CH:23]2)=[C:37]([F:39])[CH:38]=1. The yield is 0.0100. (3) The reactants are [CH3:1][O:2][C:3]1[CH:15]=[C:14]([O:16][CH3:17])[CH:13]=[C:12]2[C:4]=1[C@@:5]1([CH3:26])[C@H:10]([CH2:11]2)[C@@:9]2([CH3:25])[CH2:18][CH2:19][C@H:20]([OH:24])[C:21]([CH3:23])([CH3:22])[C@@H:8]2[CH2:7][CH2:6]1.CC(OI1(OC(C)=O)(OC(C)=O)OC(=O)C2C=CC=CC1=2)=O.C([O-])(O)=O.[Na+]. The catalyst is C(Cl)Cl. The product is [CH3:1][O:2][C:3]1[CH:15]=[C:14]([O:16][CH3:17])[CH:13]=[C:12]2[C:4]=1[C@@:5]1([CH3:26])[C@H:10]([CH2:11]2)[C@@:9]2([CH3:25])[CH2:18][CH2:19][C:20](=[O:24])[C:21]([CH3:22])([CH3:23])[C@@H:8]2[CH2:7][CH2:6]1. The yield is 0.800. (4) The reactants are [C:1]([C:5]1[CH:6]=[C:7](B(O)O)[CH:8]=[CH:9][CH:10]=1)([CH3:4])([CH3:3])[CH3:2].Br[C:15]1[CH:21]=[C:20]([C:22]([CH3:25])([CH3:24])[CH3:23])[CH:19]=[CH:18][C:16]=1[NH2:17].C1(P(C2C=CC=CC=2)C2C=CC=CC=2)C=CC=CC=1.C(=O)([O-])[O-].[K+].[K+]. The catalyst is COCCOC.C([O-])(=O)C.[Pd+2].C([O-])(=O)C. The product is [NH2:17][C:16]1[CH:18]=[CH:19][C:20]([C:22]([CH3:25])([CH3:24])[CH3:23])=[CH:21][C:15]=1[C:9]1[CH:8]=[CH:7][CH:6]=[C:5]([C:1]([CH3:4])([CH3:3])[CH3:2])[CH:10]=1. The yield is 0.570. (5) The reactants are [C:1]([C:3]1[CH:15]=[CH:14][C:6]([CH2:7][N:8]2[CH2:13][CH2:12][O:11][CH2:10][CH2:9]2)=[CH:5][CH:4]=1)#[CH:2].[CH3:16][C:17]1([CH3:24])[C:21]([CH3:23])([CH3:22])[O:20][BH:19][O:18]1. The catalyst is C1(C)C=CC=CC=1. The product is [CH3:16][C:17]1([CH3:24])[C:21]([CH3:23])([CH3:22])[O:20][B:19](/[CH:2]=[CH:1]/[C:3]2[CH:15]=[CH:14][C:6]([CH2:7][N:8]3[CH2:9][CH2:10][O:11][CH2:12][CH2:13]3)=[CH:5][CH:4]=2)[O:18]1. The yield is 0.790. (6) The reactants are [OH:1][C@:2]1([C:13]2[S:14][C:15]([C:18]3[CH:23]=[C:22]([NH:24][C:25]4[N:30]=[C:29]([C:31]([F:34])([F:33])[F:32])[CH:28]=[CH:27][N:26]=4)[CH:21]=[C:20]([CH3:35])[CH:19]=3)=[CH:16][N:17]=2)[CH2:7][CH2:6][C@H:5]([C:8]([OH:10])=[O:9])[C:4]([CH3:12])([CH3:11])[CH2:3]1.[Br:36]NC(=O)CCC(N)=O. The catalyst is C(Cl)(Cl)Cl. The product is [Br:36][C:19]1[C:20]([CH3:35])=[CH:21][C:22]([NH:24][C:25]2[N:30]=[C:29]([C:31]([F:33])([F:34])[F:32])[CH:28]=[CH:27][N:26]=2)=[CH:23][C:18]=1[C:15]1[S:14][C:13]([C@@:2]2([OH:1])[CH2:7][CH2:6][C@H:5]([C:8]([OH:10])=[O:9])[C:4]([CH3:11])([CH3:12])[CH2:3]2)=[N:17][CH:16]=1. The yield is 0.380. (7) The reactants are [Li+].[OH-].C[O:4][C:5](=[O:24])[CH2:6][CH2:7][CH2:8][CH2:9][CH2:10][N:11]([C:18]1[CH:23]=[CH:22][CH:21]=[CH:20][N:19]=1)[C:12]1[CH:17]=[CH:16][CH:15]=[CH:14][N:13]=1.Cl.CCOC(C)=O. The catalyst is O.C1COCC1. The product is [N:13]1[CH:14]=[CH:15][CH:16]=[CH:17][C:12]=1[N:11]([C:18]1[CH:23]=[CH:22][CH:21]=[CH:20][N:19]=1)[CH2:10][CH2:9][CH2:8][CH2:7][CH2:6][C:5]([OH:24])=[O:4]. The yield is 0.580. (8) The reactants are [NH2:1][C:2]1[N:15]=[CH:14][C:13]([Br:16])=[CH:12][C:3]=1[C:4]([NH:6][CH2:7][CH2:8][N:9]([CH3:11])[CH3:10])=O. The catalyst is C1COCC1. The product is [Br:16][C:13]1[CH:12]=[C:3]([CH2:4][NH:6][CH2:7][CH2:8][N:9]([CH3:11])[CH3:10])[C:2]([NH2:1])=[N:15][CH:14]=1. The yield is 0.250. (9) The catalyst is C(O)C. The yield is 0.660. The reactants are [O-]CC.[Na+].Cl.[CH:6]1([NH:11][C:12]([NH2:14])=[NH:13])[CH2:10][CH2:9][CH2:8][CH2:7]1.[Cl:15][C:16]1[CH:21]=[CH:20][N:19]2[N:22]=[C:23]([C:29]3[CH:34]=[CH:33][C:32]([O:35][CH3:36])=[CH:31][CH:30]=3)[C:24]([C:25](=O)[C:26]#[CH:27])=[C:18]2[CH:17]=1. The product is [Cl:15][C:16]1[CH:21]=[CH:20][N:19]2[N:22]=[C:23]([C:29]3[CH:30]=[CH:31][C:32]([O:35][CH3:36])=[CH:33][CH:34]=3)[C:24]([C:25]3[CH:26]=[CH:27][N:14]=[C:12]([NH:11][CH:6]4[CH2:10][CH2:9][CH2:8][CH2:7]4)[N:13]=3)=[C:18]2[CH:17]=1.